Task: Predict the product of the given reaction.. Dataset: Forward reaction prediction with 1.9M reactions from USPTO patents (1976-2016) (1) Given the reactants Cl[C:2]1[N:7]=[C:6]([NH:8][C@H:9]2[CH2:14][CH2:13][C@H:12]([NH:15][C:16](=[O:22])[O:17][C:18]([CH3:21])([CH3:20])[CH3:19])[CH2:11][CH2:10]2)[C:5]([F:23])=[CH:4][C:3]=1[C:24]#[N:25].[F:26][CH2:27][CH2:28][OH:29].[OH-].[Na+], predict the reaction product. The product is: [C:24]([C:3]1[CH:4]=[C:5]([F:23])[C:6]([NH:8][C@H:9]2[CH2:14][CH2:13][C@H:12]([NH:15][C:16](=[O:22])[O:17][C:18]([CH3:21])([CH3:20])[CH3:19])[CH2:11][CH2:10]2)=[N:7][C:2]=1[O:29][CH2:28][CH2:27][F:26])#[N:25]. (2) Given the reactants [Br:1][C:2]1[CH:7]=[CH:6][C:5]([C:8]2[C:12]3[CH:13]=[CH:14][C:15]([C:17]#[C:18][CH2:19][CH2:20]OS(C)(=O)=O)=[CH:16][C:11]=3[S:10][N:9]=2)=[CH:4][CH:3]=1.[NH:26]1[CH2:29][CH2:28][CH2:27]1, predict the reaction product. The product is: [N:26]1([CH2:20][CH2:19][C:18]#[C:17][C:15]2[CH:14]=[CH:13][C:12]3[C:8]([C:5]4[CH:6]=[CH:7][C:2]([Br:1])=[CH:3][CH:4]=4)=[N:9][S:10][C:11]=3[CH:16]=2)[CH2:29][CH2:28][CH2:27]1. (3) Given the reactants [CH2:1]([S-:3])[CH3:2].[Na+].[O:5]([CH2:12][CH2:13][CH2:14]Br)[C:6]1[CH:11]=[CH:10][CH:9]=[CH:8][CH:7]=1, predict the reaction product. The product is: [O:5]([CH2:12][CH2:13][CH2:14][S:3][CH2:1][CH3:2])[C:6]1[CH:11]=[CH:10][CH:9]=[CH:8][CH:7]=1. (4) Given the reactants [Si]([O:18][CH2:19][C@@H:20]([N:23]1[C@H:28]([C:29]2[CH:34]=[CH:33][C:32]([Cl:35])=[CH:31][CH:30]=2)[C@@H:27]([C:36]2[CH:41]=[CH:40][CH:39]=[C:38]([Cl:42])[CH:37]=2)[CH2:26][C@@:25]([CH2:44][C:45]([OH:47])=[O:46])([CH3:43])[C:24]1=[O:48])[CH2:21][CH3:22])(C(C)(C)C)(C1C=CC=CC=1)C1C=CC=CC=1.[CH3:49][Si](C=[N+]=[N-])(C)C.C(OCC)C.CCCC[N+](CCCC)(CCCC)CCCC.[F-], predict the reaction product. The product is: [Cl:42][C:38]1[CH:37]=[C:36]([C@@H:27]2[C@@H:28]([C:29]3[CH:34]=[CH:33][C:32]([Cl:35])=[CH:31][CH:30]=3)[N:23]([C@@H:20]([CH2:21][CH3:22])[CH2:19][OH:18])[C:24](=[O:48])[C@:25]([CH2:44][C:45]([O:47][CH3:49])=[O:46])([CH3:43])[CH2:26]2)[CH:41]=[CH:40][CH:39]=1. (5) Given the reactants CS(O[CH2:6][CH2:7][N:8]1[C:16]2[N:15]=[C:14]([NH2:17])[N:13]3[N:18]=[C:19]([C:21]4[O:22][CH:23]=[CH:24][CH:25]=4)[N:20]=[C:12]3[C:11]=2[CH:10]=[CH:9]1)(=O)=O.Cl.Cl.[F:28][C:29]1[CH:42]=[C:41]([F:43])[CH:40]=[CH:39][C:30]=1[CH2:31][CH2:32][N:33]1[CH2:38][CH2:37][NH:36][CH2:35][CH2:34]1.CCN(C(C)C)C(C)C, predict the reaction product. The product is: [F:28][C:29]1[CH:42]=[C:41]([F:43])[CH:40]=[CH:39][C:30]=1[CH2:31][CH2:32][N:33]1[CH2:38][CH2:37][N:36]([CH2:6][CH2:7][N:8]2[C:16]3[N:15]=[C:14]([NH2:17])[N:13]4[N:18]=[C:19]([C:21]5[O:22][CH:23]=[CH:24][CH:25]=5)[N:20]=[C:12]4[C:11]=3[CH:10]=[CH:9]2)[CH2:35][CH2:34]1. (6) Given the reactants [Cl:1][C:2]1[CH:30]=[CH:29][C:28]([O:31][CH3:32])=[CH:27][C:3]=1[NH:4][C:5]1[C:14]2[C:9](=[CH:10][C:11]([O:22][CH2:23][C@@H:24]3[O:26][CH2:25]3)=[CH:12][C:13]=2[O:15][CH:16]2[CH2:21][CH2:20][O:19][CH2:18][CH2:17]2)[N:8]=[CH:7][N:6]=1.[CH3:33][N:34]1[CH2:39][CH2:38][NH:37][CH2:36][CH2:35]1, predict the reaction product. The product is: [Cl:1][C:2]1[CH:30]=[CH:29][C:28]([O:31][CH3:32])=[CH:27][C:3]=1[NH:4][C:5]1[C:14]2[C:9](=[CH:10][C:11]([O:22][CH2:23][C@H:24]([OH:26])[CH2:25][N:37]3[CH2:38][CH2:39][N:34]([CH3:33])[CH2:35][CH2:36]3)=[CH:12][C:13]=2[O:15][CH:16]2[CH2:21][CH2:20][O:19][CH2:18][CH2:17]2)[N:8]=[CH:7][N:6]=1.